Dataset: Forward reaction prediction with 1.9M reactions from USPTO patents (1976-2016). Task: Predict the product of the given reaction. (1) Given the reactants [CH3:1][O:2][C:3](=[O:7])[CH2:4][NH:5][CH3:6].COC(=O)[C@H](CC1N=CNC=1)NCC1C=CC=CC=1.F[P-](F)(F)(F)(F)F.N1(O[P+](N(C)C)(N(C)C)N(C)C)C2C=CC=CC=2N=N1.CN1CCOCC1.CN(C=O)C.[C:66]1([CH3:81])[CH:71]=[CH:70][C:69]([S:72](N(CC(O)=O)C)(=[O:74])=[O:73])=[CH:68][CH:67]=1, predict the reaction product. The product is: [CH3:1][O:2][C:3](=[O:7])[CH2:4][N:5]([S:72]([C:69]1[CH:70]=[CH:71][C:66]([CH3:81])=[CH:67][CH:68]=1)(=[O:74])=[O:73])[CH3:6]. (2) Given the reactants [F:1][C:2]([F:29])([F:28])[C:3]([C:9]1[CH:14]=[CH:13][C:12]([C:15]2[CH:20]=[CH:19][C:18]([CH2:21][N:22]3[CH2:27][CH2:26][NH:25][CH2:24][CH2:23]3)=[CH:17][CH:16]=2)=[CH:11][CH:10]=1)([OH:8])[C:4]([F:7])([F:6])[F:5].[CH2:30]([C:32](Cl)=[O:33])[CH3:31].FC(F)(F)C(C1C=CC(C2C=CC(CN3CCN(CC4NC5C(C=4)=CC(F)=CC=5)CC3)=CC=2)=CC=1)(O)C(F)(F)F.NCCN(CCN)CCN, predict the reaction product. The product is: [F:29][C:2]([F:28])([F:1])[C:3]([C:9]1[CH:10]=[CH:11][C:12]([C:15]2[CH:20]=[CH:19][C:18]([CH2:21][N:22]3[CH2:23][CH2:24][N:25]([C:32](=[O:33])[CH2:30][CH3:31])[CH2:26][CH2:27]3)=[CH:17][CH:16]=2)=[CH:13][CH:14]=1)([OH:8])[C:4]([F:7])([F:6])[F:5]. (3) Given the reactants C(=O)([O-])[O-].[Na+].[Na+].[C:7]1([C:9](=[CH:11][CH:12]=[CH:13][CH:14]=1)[OH:10])[OH:8].[C:15](Cl)(=[O:22])[C:16]1[CH:21]=[CH:20][CH:19]=[CH:18][CH:17]=1.Cl, predict the reaction product. The product is: [C:15]([O:8][C:7]1[CH:14]=[CH:13][CH:12]=[CH:11][C:9]=1[OH:10])(=[O:22])[C:16]1[CH:21]=[CH:20][CH:19]=[CH:18][CH:17]=1. (4) Given the reactants [OH:1][C:2]1[C:7]([CH:8]=[O:9])=[CH:6][C:5]([O:10][CH3:11])=[N:4][CH:3]=1.Cl.Cl[CH2:14][C:15]1[CH:16]=[N:17][CH:18]=[C:19]([CH:24]=1)[C:20]([O:22][CH3:23])=[O:21].C([O-])([O-])=O.[K+].[K+].O, predict the reaction product. The product is: [CH:8]([C:7]1[CH:6]=[C:5]([O:10][CH3:11])[N:4]=[CH:3][C:2]=1[O:1][CH2:14][C:15]1[CH:16]=[N:17][CH:18]=[C:19]([CH:24]=1)[C:20]([O:22][CH3:23])=[O:21])=[O:9].